From a dataset of Full USPTO retrosynthesis dataset with 1.9M reactions from patents (1976-2016). Predict the reactants needed to synthesize the given product. Given the product [NH2:1][C:2]1[N:11]=[CH:10][C:9]2[C:8]([NH:20][CH2:19][C:18]3[CH:21]=[CH:22][CH:23]=[C:16]([O:15][CH3:14])[CH:17]=3)=[N:7][CH:6]=[N:5][C:4]=2[CH:3]=1, predict the reactants needed to synthesize it. The reactants are: [NH2:1][C:2]1[N:11]=[CH:10][C:9]2[C:8](SC)=[N:7][CH:6]=[N:5][C:4]=2[CH:3]=1.[CH3:14][O:15][C:16]1[CH:17]=[C:18]([CH:21]=[CH:22][CH:23]=1)[CH2:19][NH2:20].